This data is from Blood-brain barrier permeability classification from the B3DB database. The task is: Regression/Classification. Given a drug SMILES string, predict its absorption, distribution, metabolism, or excretion properties. Task type varies by dataset: regression for continuous measurements (e.g., permeability, clearance, half-life) or binary classification for categorical outcomes (e.g., BBB penetration, CYP inhibition). Dataset: b3db_classification. (1) The molecule is CCCC(=O)c1ccc2c(c1)N(CCCN1CCN(C)CC1)c1ccccc1S2. The result is 1 (penetrates BBB). (2) The molecule is Clc1cc(Cl)c(OCC#CI)cc1Cl. The result is 0 (does not penetrate BBB). (3) The compound is CC1=CC(O)CC(=O)Cc2nc(co2)C(=O)N2CCC=C2C(=O)OC(C(C)C)C(C)C=CC(=O)NCC=C1. The result is 0 (does not penetrate BBB). (4) The result is 0 (does not penetrate BBB). The drug is CCCCCC1CNC(C(=O)NC(C(C)Cl)C2OC(SC)C(O)C(O)C2O)C1. (5) The compound is CC(=O)C12OC(C)(C)OC1CC1C3CCC4=CC(=O)CCC4(C)C3CCC12C. The result is 1 (penetrates BBB).